This data is from Experimentally validated miRNA-target interactions with 360,000+ pairs, plus equal number of negative samples. The task is: Binary Classification. Given a miRNA mature sequence and a target amino acid sequence, predict their likelihood of interaction. (1) The miRNA is hsa-miR-4793-3p with sequence UCUGCACUGUGAGUUGGCUGGCU. The protein sequence of the target gene is MGQPWAAGSTDGAPAQLPLVLTALWAAAVGLELAYVLVLGPGPPPLGPLARALQLALAAFQLLNLLGNVGLFLRSDPSIRGVMLAGRGLGQGWAYCYQCQSQVPPRSGHCSACRVCILRRDHHCRLLGRCVGFGNYRPFLCLLLHAAGVLLHVSVLLGPALSALLRAHTPLHMAALLLLPWLMLLTGRVSLAQFALAFVTDTCVAGALLCGAGLLFHGMLLLRGQTTWEWARGQHSYDLGPCHNLQAALGPRWALVWLWPFLASPLPGDGITFQTTADVGHTAS. Result: 1 (interaction). (2) The miRNA is hsa-miR-6721-5p with sequence UGGGCAGGGGCUUAUUGUAGGAG. The protein sequence of the target gene is MEGTEAAAAKPAGGSPQGPKTGSGTASPVEGTSAVEWSGPEPQLDNGHPPRPWPCPQENRTSSLMAPQPPRVWGVQLQGPSVLESKVRALKEKMTVAKQGVSPCSASQEWSSPKKPQCRRGKAGRAGTPSEGSFLPGAVVAPRTQNLPDGQLDGSINEEQPARDGGPRLPRPPAPGREYCNRGSPWPPEAEWTLPDHDRGPLLGPSSLQQSPIHGVTPGRPGGPGHCNKIIHIPSPRTGRSYPFPDGVVTEADLDSTSLTSEEVFVPRTALLGERWRAGDLEALGAGSSVLSLSDRVERN.... Result: 1 (interaction). (3) The miRNA is hsa-miR-4432 with sequence AAAGACUCUGCAAGAUGCCU. The protein sequence of the target gene is MRNLKLHRTLEFRDIQAPGKPQCFCLRAEQGTVLIGSERGLTEVDPVRREVKTEISLVAEGFLPEDGSGCIVGIQDLLDQESVCVATASGDVIVCNLSTQQLECVGSVASGISVMSWSPDQELLLLATAQQTLIMMTKDFEVIAEEQIHQDDFGEGKFVTVGWGSKQTQFHGSEGRPTAFPVQLPENALPWDDRRPHITWRGDGQYFAVSVVCRQTEARKIRVWNREFALQSTSESVPGLGPALAWKPSGSLIASTQDKPNQQDVVFFEKNGLLHGHFTLPFLKDEVKVNDLLWNADSSV.... Result: 0 (no interaction). (4) The miRNA is hsa-miR-548b-3p with sequence CAAGAACCUCAGUUGCUUUUGU. The protein sequence of the target gene is MENCSAASTFLTDSLELELGTEWCKPPYFSCAVDNRGGGKHFSGESYLCSGALKRLILNLDPLPTNFEEDTLEIFGIQWVTETALVNSSRELFHLFRQQLYNLETLLQSSCDFGKVSTLHCKADNIRQQCVLFLHYVKVFIFRYLKVQNAESHVPVHPYEALEAQLPSVLIDELHGLLLYIGHLSELPSVNIGAFVNQNQIKLFPPSWHLLHLHLDIHWLVLEILYMLGEKLKQVVYGHQFMNLASDNLTNISLFEEHCETLLCDLISLSLNRYDKVRSSESLMSDQCPCLCIKELWVLL.... Result: 1 (interaction). (5) The miRNA is hsa-miR-615-3p with sequence UCCGAGCCUGGGUCUCCCUCUU. The protein sequence of the target gene is MVAHNQVAADNAVSTAAEPRRRPEPSSSSSSSPAAPARPRPCPAVPAPAPGDTHFRTFRSHADYRRITRASALLDACGFYWGPLSVHGAHERLRAEPVGTFLVRDSRQRNCFFALSVKMASGPTSIRVHFQAGRFHLDGSRESFDCLFELLEHYVAAPRRMLGAPLRQRRVRPLQELCRQRIVATVGRENLARIPLNPVLRDYLSSFPFQI. Result: 0 (no interaction). (6) The miRNA is hsa-miR-5088-3p with sequence UCCCUUCUUCCUGGGCCCUCA. The protein sequence of the target gene is MRRPLSKCGMEPGGGDASLTLHGLQNRSHGKIKLRKRKSTLYFNTQEKSARRRGDLLGENIYLLLFTIALRILNCFLVQTSFVPDEYWQSLEVSHHMVFNYGYLTWEWTERLRSYTYPLIFASIYKILHLLGKDSVQLLIWIPRLAQALLSAVADVRLYSLMKQLENQEVARWVFFCQLCSWFTWYCCTRTLTNTMETVLTIIALFYYPLEGSKSMNSVKYSSLVALAFIIRPTAVILWTPLLFRHFCQEPRKLDLILHHFLPVGFVTLSLSLMIDRIFFGQWTLVQFNFLKFNVLQNWG.... Result: 0 (no interaction). (7) The miRNA is rno-miR-145-5p with sequence GUCCAGUUUUCCCAGGAAUCCCU. The protein sequence of the target gene is MHQQKRQPELVEGNLPVFVFPTELIFYADDQSTHKQVLTLYNPYEFALKFKVLCTTPNKYVVVDAAGAVKPQCCVDIVIRHRDVRSCHYGVIDKFRLQVSEQSQRKALGRKEVVATLLPSAKEQQKEEEEKRLKEHLTESLFFEQSFQPENRAVSSGPSLLTVFLGVVCIAALMLPTLGDVESLVPLYLHLSVNQKLVAAYILGLITMAILRT. Result: 0 (no interaction).